From a dataset of NCI-60 drug combinations with 297,098 pairs across 59 cell lines. Regression. Given two drug SMILES strings and cell line genomic features, predict the synergy score measuring deviation from expected non-interaction effect. (1) Drug 1: CC12CCC3C(C1CCC2=O)CC(=C)C4=CC(=O)C=CC34C. Drug 2: C1=CC(=CC=C1C#N)C(C2=CC=C(C=C2)C#N)N3C=NC=N3. Cell line: K-562. Synergy scores: CSS=19.6, Synergy_ZIP=0.0448, Synergy_Bliss=0.935, Synergy_Loewe=0.562, Synergy_HSA=0.346. (2) Drug 1: CC(C1=C(C=CC(=C1Cl)F)Cl)OC2=C(N=CC(=C2)C3=CN(N=C3)C4CCNCC4)N. Drug 2: C1CC(=O)NC(=O)C1N2C(=O)C3=CC=CC=C3C2=O. Cell line: NCI-H226. Synergy scores: CSS=12.4, Synergy_ZIP=2.99, Synergy_Bliss=8.83, Synergy_Loewe=2.60, Synergy_HSA=7.44. (3) Drug 1: C1=CC(=CC=C1CCC2=CNC3=C2C(=O)NC(=N3)N)C(=O)NC(CCC(=O)O)C(=O)O. Drug 2: CCC1(CC2CC(C3=C(CCN(C2)C1)C4=CC=CC=C4N3)(C5=C(C=C6C(=C5)C78CCN9C7C(C=CC9)(C(C(C8N6C)(C(=O)OC)O)OC(=O)C)CC)OC)C(=O)OC)O.OS(=O)(=O)O. Cell line: BT-549. Synergy scores: CSS=31.9, Synergy_ZIP=-5.21, Synergy_Bliss=-7.03, Synergy_Loewe=-5.65, Synergy_HSA=-4.23.